The task is: Predict which catalyst facilitates the given reaction.. This data is from Catalyst prediction with 721,799 reactions and 888 catalyst types from USPTO. (1) The catalyst class is: 12. Product: [F:36][C:25]1[CH:26]=[C:27]([N:30]2[CH2:34][CH2:33][O:32][C:31]2=[O:35])[CH:28]=[CH:29][C:24]=1[NH:23][C:4]([CH2:5][N:6]1[CH2:10][C@H:9]([O:11][CH3:12])[C@@H:8]([NH:13][C:14]([C:16]2[S:17][C:18]([Cl:21])=[CH:19][CH:20]=2)=[O:15])[CH2:7]1)=[O:22]. Reactant: C(O[C:4](=[O:22])[CH2:5][N:6]1[CH2:10][C@H:9]([O:11][CH3:12])[C@@H:8]([NH:13][C:14]([C:16]2[S:17][C:18]([Cl:21])=[CH:19][CH:20]=2)=[O:15])[CH2:7]1)C.[NH2:23][C:24]1[CH:29]=[CH:28][C:27]([N:30]2[CH2:34][CH2:33][O:32][C:31]2=[O:35])=[CH:26][C:25]=1[F:36].FC1C=C(I)C=CC=1N.O1CCNC1=O.C(N)CN.P([O-])([O-])([O-])=O.[K+].[K+].[K+]. (2) The catalyst class is: 4. Product: [Br:18][C:7]1[CH:6]=[C:5]2[C:10]([C:11]([NH:12][CH2:13][C:14]([OH:16])([CH3:15])[CH3:17])=[C:2]([NH:1][C:23](=[O:24])[CH2:22][O:21][CH2:19][CH3:20])[CH:3]=[N:4]2)=[CH:9][CH:8]=1. Reactant: [NH2:1][C:2]1[CH:3]=[N:4][C:5]2[C:10]([C:11]=1[NH:12][CH2:13][C:14]([CH3:17])([OH:16])[CH3:15])=[CH:9][CH:8]=[C:7]([Br:18])[CH:6]=2.[CH2:19]([O:21][CH2:22][C:23](Cl)=[O:24])[CH3:20]. (3) Reactant: [CH2:1]([N:5]1[C:14]([CH2:15][NH:16]C(=O)OC(C)(C)C)=[C:13]([C:24]2[CH:29]=[CH:28][CH:27]=[CH:26][CH:25]=2)[C:12]2[C:7](=[CH:8][CH:9]=[C:10]([C:30]3[O:31][C:32]([CH3:35])=[N:33][N:34]=3)[CH:11]=2)[C:6]1=[O:36])[CH:2]([CH3:4])[CH3:3].C(OC(=O)C)C.Cl. Product: [NH2:16][CH2:15][C:14]1[N:5]([CH2:1][CH:2]([CH3:4])[CH3:3])[C:6](=[O:36])[C:7]2[C:12]([C:13]=1[C:24]1[CH:25]=[CH:26][CH:27]=[CH:28][CH:29]=1)=[CH:11][C:10]([C:30]1[O:31][C:32]([CH3:35])=[N:33][N:34]=1)=[CH:9][CH:8]=2. The catalyst class is: 662. (4) Reactant: [Br:1][CH2:2][C:3](Br)=[O:4].[NH2:6][C:7]1[CH:11]=[CH:10][O:9][N:8]=1.C(N(CC)CC)C. Product: [Br:1][CH2:2][C:3]([NH:6][C:7]1[CH:11]=[CH:10][O:9][N:8]=1)=[O:4]. The catalyst class is: 27. (5) Reactant: [N:1]1([C:6]([C:8]2([C:11]3[CH:12]=[CH:13][C:14]([Cl:20])=[C:15]([N+:17]([O-])=O)[CH:16]=3)[CH2:10][CH2:9]2)=[O:7])[CH2:5][CH2:4][CH2:3][CH2:2]1.C(O)C.C.[H][H]. Product: [N:1]1([C:6]([C:8]2([C:11]3[CH:12]=[CH:13][C:14]([Cl:20])=[C:15]([CH:16]=3)[NH2:17])[CH2:10][CH2:9]2)=[O:7])[CH2:5][CH2:4][CH2:3][CH2:2]1. The catalyst class is: 78.